This data is from Reaction yield outcomes from USPTO patents with 853,638 reactions. The task is: Predict the reaction yield, written as a fraction of the theoretical maximum amount of product (1.0 means a 100% yield; for example, 0.34 means a 34% yield). (1) The reactants are Br[C:2]1[CH:31]=[CH:30][C:5]2[C:6]3[N:7]([CH:11]=[C:12]([C:14]4[N:18]([C:19]5[CH:24]=[CH:23][CH:22]=[CH:21][C:20]=5[Cl:25])[N:17]=[C:16]([NH:26][C:27](=[O:29])[OH:28])[N:15]=4)[N:13]=3)[CH2:8][CH2:9][O:10][C:4]=2[CH:3]=1.[Cl:32][C:33]1[CH:38]=[CH:37][C:36](B(O)O)=[CH:35][CH:34]=1.C([O-])([O-])=O.[Cs+].[Cs+]. The catalyst is O1CCOCC1.O.C1C=CC(P(C2C=CC=CC=2)[C-]2C=CC=C2)=CC=1.C1C=CC(P(C2C=CC=CC=2)[C-]2C=CC=C2)=CC=1.Cl[Pd]Cl.[Fe+2]. The product is [Cl:25][C:20]1[CH:21]=[CH:22][CH:23]=[CH:24][C:19]=1[N:18]1[C:14]([C:12]2[N:13]=[C:6]3[C:5]4[CH:30]=[CH:31][C:2]([C:36]5[CH:37]=[CH:38][C:33]([Cl:32])=[CH:34][CH:35]=5)=[CH:3][C:4]=4[O:10][CH2:9][CH2:8][N:7]3[CH:11]=2)=[N:15][C:16]([NH:26][C:27](=[O:29])[OH:28])=[N:17]1. The yield is 0.210. (2) The reactants are COC1C=CC(C[N:8](CC2C=CC(OC)=CC=2)[C:9]2[N:14]=[C:13]([C:15]3[C:16]([NH:32][C:33]4[CH:34]=[N:35][C:36]([O:39][CH3:40])=[CH:37][CH:38]=4)=[N:17][CH:18]=[C:19]([CH2:21][C:22]4[CH:27]=[CH:26][C:25]([S:28]([CH3:31])(=[O:30])=[O:29])=[CH:24][CH:23]=4)[CH:20]=3)[N:12]=[C:11]([CH3:41])[N:10]=2)=CC=1.FC(F)(F)C(O)=O. No catalyst specified. The product is [CH3:40][O:39][C:36]1[N:35]=[CH:34][C:33]([NH:32][C:16]2[C:15]([C:13]3[N:12]=[C:11]([CH3:41])[N:10]=[C:9]([NH2:8])[N:14]=3)=[CH:20][C:19]([CH2:21][C:22]3[CH:27]=[CH:26][C:25]([S:28]([CH3:31])(=[O:30])=[O:29])=[CH:24][CH:23]=3)=[CH:18][N:17]=2)=[CH:38][CH:37]=1. The yield is 0.460.